The task is: Regression. Given a peptide amino acid sequence and an MHC pseudo amino acid sequence, predict their binding affinity value. This is MHC class II binding data.. This data is from Peptide-MHC class II binding affinity with 134,281 pairs from IEDB. (1) The peptide sequence is AAATAQTTVYGAFAA. The MHC is HLA-DQA10401-DQB10402 with pseudo-sequence HLA-DQA10401-DQB10402. The binding affinity (normalized) is 0.410. (2) The peptide sequence is FGQNTGAIAAAEARY. The MHC is DRB1_0405 with pseudo-sequence DRB1_0405. The binding affinity (normalized) is 0.357. (3) The binding affinity (normalized) is 0.624. The MHC is DRB1_0101 with pseudo-sequence DRB1_0101. The peptide sequence is YFKGNFERLAITKGK.